This data is from Catalyst prediction with 721,799 reactions and 888 catalyst types from USPTO. The task is: Predict which catalyst facilitates the given reaction. Reactant: [CH2:1]([O:3][C:4](=[O:23])[CH2:5][CH:6]1[CH2:11][CH2:10][N:9]([C:12]2[C:17]([NH2:18])=[CH:16][C:15]([S:19]([CH3:22])(=[O:21])=[O:20])=[CH:14][N:13]=2)[CH2:8][CH2:7]1)[CH3:2].[Cl:24][C:25]1[CH:26]=[C:27]([CH:31]=[CH:32][CH:33]=1)[C:28](Cl)=[O:29]. Product: [CH2:1]([O:3][C:4](=[O:23])[CH2:5][CH:6]1[CH2:11][CH2:10][N:9]([C:12]2[C:17]([NH:18][C:28](=[O:29])[C:27]3[CH:31]=[CH:32][CH:33]=[C:25]([Cl:24])[CH:26]=3)=[CH:16][C:15]([S:19]([CH3:22])(=[O:21])=[O:20])=[CH:14][N:13]=2)[CH2:8][CH2:7]1)[CH3:2]. The catalyst class is: 10.